Dataset: NCI-60 drug combinations with 297,098 pairs across 59 cell lines. Task: Regression. Given two drug SMILES strings and cell line genomic features, predict the synergy score measuring deviation from expected non-interaction effect. (1) Drug 1: CN(C)C1=NC(=NC(=N1)N(C)C)N(C)C. Drug 2: CC1CCC2CC(C(=CC=CC=CC(CC(C(=O)C(C(C(=CC(C(=O)CC(OC(=O)C3CCCCN3C(=O)C(=O)C1(O2)O)C(C)CC4CCC(C(C4)OC)O)C)C)O)OC)C)C)C)OC. Cell line: DU-145. Synergy scores: CSS=19.7, Synergy_ZIP=-2.80, Synergy_Bliss=-1.48, Synergy_Loewe=-29.8, Synergy_HSA=-4.55. (2) Drug 1: C1=NC2=C(N=C(N=C2N1C3C(C(C(O3)CO)O)F)Cl)N. Drug 2: C1CC(=O)NC(=O)C1N2C(=O)C3=CC=CC=C3C2=O. Cell line: SF-268. Synergy scores: CSS=9.29, Synergy_ZIP=-1.68, Synergy_Bliss=1.95, Synergy_Loewe=-2.25, Synergy_HSA=2.02. (3) Drug 1: C1=CN(C(=O)N=C1N)C2C(C(C(O2)CO)O)O.Cl. Drug 2: CS(=O)(=O)CCNCC1=CC=C(O1)C2=CC3=C(C=C2)N=CN=C3NC4=CC(=C(C=C4)OCC5=CC(=CC=C5)F)Cl. Cell line: OVCAR-8. Synergy scores: CSS=32.7, Synergy_ZIP=-3.99, Synergy_Bliss=-3.94, Synergy_Loewe=-12.1, Synergy_HSA=-1.69. (4) Drug 1: CC(C)(C#N)C1=CC(=CC(=C1)CN2C=NC=N2)C(C)(C)C#N. Drug 2: CC1CCCC2(C(O2)CC(NC(=O)CC(C(C(=O)C(C1O)C)(C)C)O)C(=CC3=CSC(=N3)C)C)C. Cell line: SF-539. Synergy scores: CSS=57.2, Synergy_ZIP=8.78, Synergy_Bliss=9.49, Synergy_Loewe=-11.2, Synergy_HSA=5.61. (5) Drug 1: CC1=C(C(CCC1)(C)C)C=CC(=CC=CC(=CC(=O)O)C)C. Drug 2: C1CCC(C(C1)N)N.C(=O)(C(=O)[O-])[O-].[Pt+4]. Cell line: K-562. Synergy scores: CSS=28.1, Synergy_ZIP=-1.21, Synergy_Bliss=-3.89, Synergy_Loewe=-15.3, Synergy_HSA=-1.47. (6) Drug 1: CC1=C2C(C(=O)C3(C(CC4C(C3C(C(C2(C)C)(CC1OC(=O)C(C(C5=CC=CC=C5)NC(=O)C6=CC=CC=C6)O)O)OC(=O)C7=CC=CC=C7)(CO4)OC(=O)C)O)C)OC(=O)C. Drug 2: C(CC(=O)O)C(=O)CN.Cl. Cell line: SK-MEL-5. Synergy scores: CSS=33.0, Synergy_ZIP=-5.11, Synergy_Bliss=-7.76, Synergy_Loewe=-50.0, Synergy_HSA=-5.87.